From a dataset of Reaction yield outcomes from USPTO patents with 853,638 reactions. Predict the reaction yield, written as a fraction of the theoretical maximum amount of product (1.0 means a 100% yield; for example, 0.34 means a 34% yield). (1) The reactants are [F:1][C:2]1[CH:7]=[CH:6][C:5]([S:8](NC)(=[O:10])=[O:9])=[CH:4][C:3]=1[N+:13]([O-:15])=[O:14].[CH2:16]([N:18](CC)CC)C.Cl[C:24]([O:26][CH2:27][C:28]1[CH:33]=[CH:32][CH:31]=[CH:30][CH:29]=1)=[O:25]. The catalyst is C1COCC1. The product is [C:28]1([CH2:27][O:26][C:24](=[O:25])[NH:18][CH2:16][S:8]([C:5]2[CH:6]=[CH:7][C:2]([F:1])=[C:3]([N+:13]([O-:15])=[O:14])[CH:4]=2)(=[O:9])=[O:10])[CH:33]=[CH:32][CH:31]=[CH:30][CH:29]=1. The yield is 0.320. (2) The catalyst is O1CCOCC1. The yield is 0.780. The product is [Cl:8][C:6]1[N:5]=[C:4]([NH2:9])[N:3]=[C:2]([NH:10][C:11]2[CH:16]=[CH:15][C:14]([CH3:17])=[CH:13][CH:12]=2)[CH:7]=1. The reactants are Cl[C:2]1[CH:7]=[C:6]([Cl:8])[N:5]=[C:4]([NH2:9])[N:3]=1.[NH2:10][C:11]1[CH:16]=[CH:15][C:14]([CH3:17])=[CH:13][CH:12]=1.[OH-].[Na+]. (3) The reactants are C(N(CC)CC)C.[CH2:8]([O:12][C:13]1[CH:18]=[CH:17][C:16]([S:19](Cl)(=[O:21])=[O:20])=[CH:15][CH:14]=1)[C:9]#[C:10][CH3:11].[NH2:23][CH2:24][C:25]([N:34]1[CH2:39][CH2:38][N:37]([C:40]([O:42][C:43]([CH3:46])([CH3:45])[CH3:44])=[O:41])[CH2:36][CH2:35]1)([C:30]([O:32][CH3:33])=[O:31])[C:26]([O:28][CH3:29])=[O:27]. The catalyst is ClCCl. The product is [C:43]([O:42][C:40]([N:37]1[CH2:38][CH2:39][N:34]([C:25]([CH2:24][NH:23][S:19]([C:16]2[CH:17]=[CH:18][C:13]([O:12][CH2:8][C:9]#[C:10][CH3:11])=[CH:14][CH:15]=2)(=[O:21])=[O:20])([C:30]([O:32][CH3:33])=[O:31])[C:26]([O:28][CH3:29])=[O:27])[CH2:35][CH2:36]1)=[O:41])([CH3:45])([CH3:46])[CH3:44]. The yield is 0.510. (4) The reactants are I[C:2]1[CH:10]=[CH:9][C:5]([C:6]([OH:8])=[O:7])=[CH:4][CH:3]=1.[Cl-].[Li+].C([Mg]Cl)(C)C.[CH3:18][C:19]([CH3:21])=[O:20].Cl. The catalyst is O1CCCC1.O. The product is [OH:20][C:19]([C:2]1[CH:10]=[CH:9][C:5]([C:6]([OH:8])=[O:7])=[CH:4][CH:3]=1)([CH3:21])[CH3:18]. The yield is 0.830.